From a dataset of Reaction yield outcomes from USPTO patents with 853,638 reactions. Predict the reaction yield, written as a fraction of the theoretical maximum amount of product (1.0 means a 100% yield; for example, 0.34 means a 34% yield). (1) The reactants are [Cl:1][C:2]1[CH:7]=[CH:6][CH:5]=[C:4]([Cl:8])[C:3]=1[CH2:9][S:10]([C:13]1[CH:14]=[C:15]2[C:19](=[CH:20][CH:21]=1)[NH:18][C:17](=[O:22])/[C:16]/2=[CH:23]\[C:24]1[NH:28][C:27]([CH3:29])=[C:26]([C:30](O)=[O:31])[C:25]=1[CH3:33])(=[O:12])=[O:11].CCN=C=NCCCN(C)C.C1C=CC2N(O)N=NC=2C=1.C(N(CC)CC)C.[CH:62]1([NH:65][CH2:66][C@H:67]2[CH2:71][CH2:70][CH2:69][NH:68]2)[CH2:64][CH2:63]1.C(=O)(O)[O-].[Na+]. The catalyst is CN(C=O)C. The product is [CH:62]1([NH:65][CH2:66][C@H:67]2[CH2:71][CH2:70][CH2:69][N:68]2[C:30]([C:26]2[C:25]([CH3:33])=[C:24](/[CH:23]=[C:16]3\[C:17](=[O:22])[NH:18][C:19]4[C:15]\3=[CH:14][C:13]([S:10]([CH2:9][C:3]3[C:2]([Cl:1])=[CH:7][CH:6]=[CH:5][C:4]=3[Cl:8])(=[O:11])=[O:12])=[CH:21][CH:20]=4)[NH:28][C:27]=2[CH3:29])=[O:31])[CH2:64][CH2:63]1. The yield is 0.640. (2) The reactants are [N+:1](/[CH:4]=[CH:5]/[C:6]1[CH:19]=[CH:18][C:9]([CH2:10][O:11][C:12]2[CH:17]=[CH:16][CH:15]=[CH:14][N:13]=2)=[CH:8][CH:7]=1)([O-:3])=[O:2].C(O)(=O)C.[BH4-].[Na+]. The catalyst is CS(C)=O. The product is [N+:1]([CH2:4][CH2:5][C:6]1[CH:19]=[CH:18][C:9]([CH2:10][O:11][C:12]2[CH:17]=[CH:16][CH:15]=[CH:14][N:13]=2)=[CH:8][CH:7]=1)([O-:3])=[O:2]. The yield is 0.771.